From a dataset of Reaction yield outcomes from USPTO patents with 853,638 reactions. Predict the reaction yield, written as a fraction of the theoretical maximum amount of product (1.0 means a 100% yield; for example, 0.34 means a 34% yield). (1) The reactants are Cl.[C:2]1([CH:8]([N:12]2[CH2:17][CH2:16][CH2:15][CH2:14][CH2:13]2)[C:9]([OH:11])=[O:10])[CH:7]=[CH:6][CH:5]=[CH:4][CH:3]=1.C1CCC(N=C=NC2CCCCC2)CC1.C1C=CC2N(O)N=NC=2C=1.[N:43]12[CH2:50][CH2:49][CH:46]([CH2:47][CH2:48]1)[C@@H:45](O)[CH2:44]2. The catalyst is C1COCC1. The product is [C:2]1([CH:8]([N:12]2[CH2:17][CH2:16][CH2:15][CH2:14][CH2:13]2)[C:9]([O:11][C@@H:45]2[CH:46]3[CH2:49][CH2:50][N:43]([CH2:48][CH2:47]3)[CH2:44]2)=[O:10])[CH:3]=[CH:4][CH:5]=[CH:6][CH:7]=1. The yield is 0.400. (2) The reactants are [C:1]([O:5][C:6]([NH:8][CH:9]([C:27](=[O:31])[N:28]([CH3:30])[CH3:29])[CH2:10][C:11]1[CH:26]=[CH:25][C:14]([O:15][C:16]2[CH:24]=[CH:23][C:19]([C:20]([OH:22])=O)=[CH:18][CH:17]=2)=[CH:13][CH:12]=1)=[O:7])([CH3:4])([CH3:3])[CH3:2].CN1CCOCC1.CN([P+]([O:49][N:50]1N=NC2C=CC=CC1=2)(N(C)C)N(C)C)C.F[P-](F)(F)(F)(F)F.Cl.NO. The catalyst is CN(C)C=O.C(Cl)(Cl)Cl.CO. The product is [C:1]([O:5][C:6](=[O:7])[NH:8][CH:9]([C:27](=[O:31])[N:28]([CH3:29])[CH3:30])[CH2:10][C:11]1[CH:12]=[CH:13][C:14]([O:15][C:16]2[CH:24]=[CH:23][C:19]([C:20](=[O:22])[NH:50][OH:49])=[CH:18][CH:17]=2)=[CH:25][CH:26]=1)([CH3:4])([CH3:3])[CH3:2]. The yield is 0.460. (3) The reactants are Br[C:2]1[CH:3]=[CH:4][C:5]2[O:9][CH:8]=[CH:7][C:6]=2[CH:10]=1.II.[O:13]1[CH:18]=[CH:17][C:16](=[O:19])[CH:15]=[CH:14]1. The catalyst is C1COCC1. The product is [O:9]1[C:5]2[CH:4]=[CH:3][C:2]([C:16]3([OH:19])[CH2:17][CH2:18][O:13][CH2:14][CH2:15]3)=[CH:10][C:6]=2[CH:7]=[CH:8]1. The yield is 0.410.